This data is from Human Reference Interactome with 51,813 positive PPI pairs across 8,248 proteins, plus equal number of experimentally-validated negative pairs. The task is: Binary Classification. Given two protein amino acid sequences, predict whether they physically interact or not. (1) Protein 1 (ENSG00000100038) has sequence MKTVLMVAEKPSLAQSIAKILSRGSLSSHKGLNGACSVHEYTGTFAGQPVRFKMTSVCGHVMTLDFLGKYNKWDKVDPAELFSQAPTEKKEANPKLNMVKFLQVEGRGCDYIVLWLDCDKEGENICFEVLDAVLPVMNKAHGGEKTVFRARFSSITDTDICNAMACLGEPDHNEALSVDARQELDLRIGCAFTRFQTKYFQGKYGDLDSSLISFGPCQTPTLGFCVERHDKIQSFKPETYWVLQAKVNTDKDRSLLLDWDRVRVFDREIAQMFLNMTKLEKEAQVEATSRKEKAKQRPLA.... Protein 2 (ENSG00000144021) has sequence MKDSLVLLGRVPAHPDSRCWFLAWNPAGTLLASCGGDRRIRIWGTEGDSWICKSVLSEGHQRTVRKVAWSPCGNYLASASFDATTCIWKKNQDDFECVTTLEGHENEVKSVAWAPSGNLLATCSRDKSVWVWEVDEEDEYECVSVLNSHTQDVKHVVWHPSQELLASASYDDTVKLYREEEDDWVCCATLEGHESTVWSLAFDPSGQRLASCSDDRTVRIWRQYLPGNEQGVACSGSDPSWKCICTLSGFHSRTIYDIAWCQLTGALATACGDDAIRVFQEDPNSDPQQPTFSLTAHLHQ.... Result: 1 (the proteins interact). (2) Protein 1 (ENSG00000173991) has sequence MATSELSCEVSEENCERREAFWAEWKDLTLSTRPEEGCSLHEEDTQRHETYHQQGQCQVLVQRSPWLMMRMGILGRGLQEYQLPYQRVLPLPIFTPAKMGATKEEREDTPIQLQELLALETALGGQCVDRQEVAEITKQLPPVVPVSKPGALRRSLSRSMSQEAQRG*MATSELSCEVSEENCERREAFWAEWKDLTLSTRPEEGCSLHEEDTQRHETYHQQGQCQLPYQRVLPLPIFTPAKMGATKEEREDTPIQLQELLALETALGGQCVDRQEVAEITKQLPPVVPVSKPGALRRSL.... Protein 2 (ENSG00000167325) has sequence MHVIKRDGRQERVMFDKITSRIQKLCYGLNMDFVDPAQITMKVIQGLYSGVTTVELDTLAAETAATLTTKHPDYAILAARIAVSNLHKETKKVFSDVMEDLYNYINPHNGKHSPMVAKSTLDIVLANKDRLNSAIIYDRDFSYNYFGFKTLERSYLLKINGKVAERPQHMLMRVSVGIHKEDIDAAIETYNLLSERWFTHASPTLFNAGTNRPQLSSCFLLSMKDDSIEGIYDTLKQCALISKSAGGIGVAVSCIRATGSYIAGTNGNSNGLVPMLRVYNNTARYVDQGGNKRPGAFAIY.... Result: 0 (the proteins do not interact). (3) Protein 1 (ENSG00000168386) has sequence MRSRGSDTEGSAQKKFPRHTKGHSFQGPKNMKHRQQDKDSPSESDVILPCPKAEKPHSGNGHQAEDLSRDDLLFLLSILEGELQARDEVIGILKAEKMDLALLEAQYGFVTPKKVLEALQRDAFQAKSTPWQEDIYEKPMNELDKVVEKHKESYRRILGQLLVAEKSRRQTILELEEEKRKHKEYMEKSDEFICLLEQECERLKKLIDQEIKSQEEKEQEKEKRVTTLKEELTKLKSFALMVVDEQQRLTAQLTLQRQKIQELTTNAKETHTKLALAEARVQEEEQKATRLEKELQTQTT.... Protein 2 (ENSG00000154997) has sequence MAERTMAMPTQIPADGDTQKENNIRCLTTIGHFGFECLPNQLVSRSIRQGFTFNILCVGETGIGKSTLIDTLFNTNLKDNKSSHFYSNVGLQIQTYELQESNVQLKLTVVETVGYGDQIDKEASYQPIVDYIDAQFEAYLQEELKIKRSLFEYHDSRVHVCLYFISPTGHSLKSLDLLTMKNLDSKVNIIPLIAKADTISKNDLQTFKNKIMSELISNGIQIYQLPTDEETAAQANSSVSGLLPFAVVGSTDEVKVGKRMVRGRHYPWGVLQVENENHCDFVKLRDMLLCTNMENLKEKT.... Result: 0 (the proteins do not interact). (4) Protein 1 (ENSG00000138794) has sequence MSSASGLRRGHPAGGEENMTETDAFYKREMFDPAEKYKMDHRRRGIALIFNHERFFWHLTLPERRGTCADRDNLTRRFSDLGFEVKCFNDLKAEELLLKIHEVSTVSHADADCFVCVFLSHGEGNHIYAYDAKIEIQTLTGLFKGDKCHSLVGKPKIFIIQACRGNQHDVPVIPLDVVDNQTEKLDTNITEVDAASVYTLPAGADFLMCYSVAEGYYSHRETVNGSWYIQDLCEMLGKYGSSLEFTELLTLVNRKVSQRRVDFCKDPSAIGKKQVPCFASMLTKKLHFFPKSN*MSSASG.... Protein 2 (ENSG00000107949) has sequence MASRSKRRAVESGVPQPPDPPVQRDEEEEKEVENEDEDDDDSDKEKDEEDEVIDEEVNIEFEAYSLSDNDYDGIKKLLQQLFLKAPVNTAELTDLLIQQNHIGSVIKQTDVSEDSNDDMDEDEVFGFISLLNLTERKGTQCVEQIQELVLRFCEKNCEKSMVEQLDKFLNDTTKPVGLLLSERFINVPPQIALPMYQQLQKELAGAHRTNKPCGKCYFYLLISKTFVEAGKNNSKKKPSNKKKAALMFANAEEEFFYEKAILKFNYSVQEESDTCLGGKWSFDDVPMTPLRTVMLIPGDK.... Result: 0 (the proteins do not interact). (5) Protein 1 (ENSG00000186442) has sequence MSRQASKTSGGGSQGFSGRSAVVSGSSRMSCVAHSGGAGGGAYGFRSGAGGFGSRSLYNLGGNKSISISVAAGGSRAGGFGGGRSSCAFAGGYGGGFGSGYGGGFGGGFGGGRGMGGGFGGAGGFGGAGGFGGAGGFGGPGGFGGSGGFGGPGSLGSPGGFGPGGFPGGIQEVTINQSLLQPLNVEIDPQIGQVKAQEREQIKTLNNKFASFIDKVRFLEQQNKVLETKWNLLQQQGTSSISGTNNLEPLFENHINYLRSYLDNILGERGRLDSELKNMEDLVEDFKKKYEDEINKRTAA.... Protein 2 (ENSG00000140092) has sequence MPGIKRILTVTILALCLPSPGNAQAQCTNGFDLDRQSGQCLDGVSLSSPRLECNGAISAHCNLCLPGSSDSSASASQVAGITDIDECRTIPEACRGDMMCVNQNGGYLCIPRTNPVYRGPYSNPYSTPYSGPYPAAAPPLSAPNYPTISRPLICRFGYQMDESNQCVDVDECATDSHQCNPTQICINTEGGYTCSCTDGYWLLEGQCLDIDECRYGYCQQLCANVPGSYSCTCNPGFTLNEDGRSCQDVNECATENPCVQTCVNTYGSFICRCDPGYELEEDGVHCSDMDECSFSEFLCQ.... Result: 0 (the proteins do not interact). (6) Protein 1 (ENSG00000100351) has sequence MEAVAKFDFTASGEDELSFHTGDVLKILSNQEEWFKAELGSQEGYVPKNFIDIQFPKWFHEGLSRHQAENLLMGKEVGFFIIRASQSSPGDFSISVRHEDDVQHFKVMRDNKGNYFLWTEKFPSLNKLVDYYRTNSISRQKQIFLRDRTREDQGHRGNSLDRRSQGGPHLSGAVGEEIRPSMNRKLSDHPPTLPLQQHQHQPQPPQYAPAPQQLQQPPQQRYLQHHHFHQERRGGSLDINDGHCGTGLGSEMNAALMHRRHTDPVQLQAAGRVRWARALYDFEALEDDELGFHSGEVVEV.... Protein 2 (ENSG00000101158) has sequence XEGMAGAVPGAIMDEDYYGSAAEWGDEADGGQQEDDSGEGEDDAEVQQECLHKFSTRDYIMEPSIFNTLKRYFQAGGSPENVIQLLSENYTAVAQTVNLLAEWLIQTGVEPVQVQETVENHLKSLLIKHFDPRKADSIFTEEGETPAWLEQMIAHTTWRDLFYKLAEAHPDCLMLNFTVKLISDAGYQGEITSVSTACQQLEVFSRVLRTSLATILDGGEENLEKNLPEFAKMVCHGEHTYLFAQAMMSVLAQEEQGGSAVRRIAQEVQRFAQEKGHDASQITLALGTAASYPRACQALG.... Result: 0 (the proteins do not interact).